This data is from Reaction yield outcomes from USPTO patents with 853,638 reactions. The task is: Predict the reaction yield, written as a fraction of the theoretical maximum amount of product (1.0 means a 100% yield; for example, 0.34 means a 34% yield). (1) The reactants are [CH2:1]([O:8][N:9]1[C:15](=[O:16])[N:14]2[CH2:17][C@H:10]1[CH2:11][CH2:12][C@H:13]2[C:18]([O:20]C)=[O:19])[C:2]1[CH:7]=[CH:6][CH:5]=[CH:4][CH:3]=1.O.O.[OH-].[Li+]. The catalyst is O1CCCC1. The product is [CH2:1]([O:8][N:9]1[C:15](=[O:16])[N:14]2[CH2:17][C@H:10]1[CH2:11][CH2:12][C@H:13]2[C:18]([OH:20])=[O:19])[C:2]1[CH:7]=[CH:6][CH:5]=[CH:4][CH:3]=1. The yield is 0.980. (2) The reactants are [C:1]([C:4]1[CH:9]=[CH:8][C:7]([CH2:10][CH2:11][NH:12][C:13](=[O:15])[CH3:14])=[CH:6][CH:5]=1)(=[O:3])[CH3:2].CO.[Br-:18].[Br-].[Br-].C([N+](CCCC)(CCCC)CCCC)CCC.C([N+](CCCC)(CCCC)CCCC)CCC.C([N+](CCCC)(CCCC)CCCC)CCC. The catalyst is C(Cl)Cl. The product is [Br:18][CH2:2][C:1]([C:4]1[CH:9]=[CH:8][C:7]([CH2:10][CH2:11][NH:12][C:13](=[O:15])[CH3:14])=[CH:6][CH:5]=1)=[O:3]. The yield is 0.830.